Dataset: Forward reaction prediction with 1.9M reactions from USPTO patents (1976-2016). Task: Predict the product of the given reaction. (1) Given the reactants F[C:2]1[CH:7]=[CH:6][C:5]([N+:8]([O-:10])=[O:9])=[CH:4][C:3]=1[C:11]([F:14])([F:13])[F:12].[NH:15]1[CH2:20][CH2:19][O:18][CH2:17][CH2:16]1.CCN(CC)CC, predict the reaction product. The product is: [N+:8]([C:5]1[CH:6]=[CH:7][C:2]([N:15]2[CH2:20][CH2:19][O:18][CH2:17][CH2:16]2)=[C:3]([C:11]([F:14])([F:13])[F:12])[CH:4]=1)([O-:10])=[O:9]. (2) The product is: [CH:35]1([C:2]2[C:11]([F:12])=[CH:10][CH:9]=[C:8]3[C:3]=2[CH2:4][CH2:5][N:6]2[C:17](=[O:18])[CH2:16][N:15]=[C:14]([N:19]4[CH:23]=[C:22]([CH2:24][O:25][CH3:26])[N:21]=[CH:20]4)[CH:13]=[C:7]23)[CH2:34][CH2:29]1. Given the reactants Br[C:2]1[C:11]([F:12])=[CH:10][CH:9]=[C:8]2[C:3]=1[CH2:4][CH2:5][N:6]1[C:17](=[O:18])[CH2:16][N:15]=[C:14]([N:19]3[CH:23]=[C:22]([CH2:24][O:25][CH3:26])[N:21]=[CH:20]3)[CH:13]=[C:7]12.CO[C:29]1C=CC=C(OC)[C:34]=1[C:35]1C=CC=CC=1P(C1CCCCC1)C1CCCCC1.C1(B(O)O)CC1.[O-]P([O-])([O-])=O.[K+].[K+].[K+], predict the reaction product. (3) Given the reactants [Cl:1][C:2]1[CH:3]=[C:4]2[C:8](=[C:9]([C:11]([O:13][CH3:14])=[O:12])[CH:10]=1)[NH:7][CH:6]=[C:5]2[CH3:15].[H-].[Na+].[I-].[K+].Br[CH2:21][CH:22]([O:25][CH3:26])[O:23][CH3:24], predict the reaction product. The product is: [Cl:1][C:2]1[CH:3]=[C:4]2[C:8](=[C:9]([C:11]([O:13][CH3:14])=[O:12])[CH:10]=1)[N:7]([CH2:21][CH:22]([O:25][CH3:26])[O:23][CH3:24])[CH:6]=[C:5]2[CH3:15]. (4) Given the reactants [C:1]1([CH2:7][C:8]([NH:10][C@H:11]([C:13]([OH:15])=O)[CH3:12])=[O:9])[CH:6]=[CH:5][CH:4]=[CH:3][CH:2]=1.Cl.[CH3:17][O:18][C:19](=[O:26])[C@H:20]([CH2:22][CH:23]([CH3:25])[CH3:24])[NH2:21], predict the reaction product. The product is: [CH3:17][O:18][C:19](=[O:26])[C@H:20]([CH2:22][CH:23]([CH3:25])[CH3:24])[NH:21][C:13](=[O:15])[C@H:11]([CH3:12])[NH:10][C:8](=[O:9])[CH2:7][C:1]1[CH:2]=[CH:3][CH:4]=[CH:5][CH:6]=1. (5) Given the reactants Br.[NH2:2][CH2:3][C:4]1[CH:5]=[CH:6][C:7]([I:14])=[C:8]([CH:13]=1)[C:9]([O:11]C)=[O:10].[C:15](O[C:15]([O:17][C:18]([CH3:21])([CH3:20])[CH3:19])=[O:16])([O:17][C:18]([CH3:21])([CH3:20])[CH3:19])=[O:16], predict the reaction product. The product is: [C:18]([O:17][C:15]([NH:2][CH2:3][C:4]1[CH:5]=[CH:6][C:7]([I:14])=[C:8]([CH:13]=1)[C:9]([OH:11])=[O:10])=[O:16])([CH3:21])([CH3:20])[CH3:19]. (6) Given the reactants Br[C:2]1[CH:24]=[C:23]([F:25])[CH:22]=[CH:21][C:3]=1[O:4][CH2:5][C:6]([N:8]([CH:18]([CH3:20])[CH3:19])[NH:9][C:10](=[O:17])[C:11]1[CH:16]=[CH:15][CH:14]=[CH:13][CH:12]=1)=[O:7].C([O-])([O-])=O.[Na+].[Na+].[CH:32]([C:35]1[CH:40]=[CH:39][CH:38]=[CH:37][C:36]=1B(O)O)([CH3:34])[CH3:33], predict the reaction product. The product is: [F:25][C:23]1[CH:22]=[CH:21][C:3]([O:4][CH2:5][C:6]([N:8]([CH:18]([CH3:20])[CH3:19])[NH:9][C:10](=[O:17])[C:11]2[CH:16]=[CH:15][CH:14]=[CH:13][CH:12]=2)=[O:7])=[C:2]([C:36]2[CH:37]=[CH:38][CH:39]=[CH:40][C:35]=2[CH:32]([CH3:34])[CH3:33])[CH:24]=1. (7) Given the reactants [C:1]([N:5]1[C:9](=[O:10])[C:8]([NH:11][CH2:12][CH2:13][CH2:14]Cl)=[C:7]([C:16]2[CH:21]=[CH:20][CH:19]=[CH:18][CH:17]=2)[S:6]1(=[O:23])=[O:22])([CH3:4])([CH3:3])[CH3:2].[C:24]1([SH:30])[CH:29]=[CH:28][CH:27]=[CH:26][CH:25]=1, predict the reaction product. The product is: [C:1]([N:5]1[C:9](=[O:10])[C:8]([NH:11][CH2:12][CH2:13][CH2:14][S:30][C:24]2[CH:29]=[CH:28][CH:27]=[CH:26][CH:25]=2)=[C:7]([C:16]2[CH:21]=[CH:20][CH:19]=[CH:18][CH:17]=2)[S:6]1(=[O:23])=[O:22])([CH3:4])([CH3:3])[CH3:2]. (8) Given the reactants [N+:1]([C:4]1[CH:12]=[CH:11][C:7]([C:8](O)=[O:9])=[C:6]([C:13]([F:16])([F:15])[F:14])[CH:5]=1)([O-:3])=[O:2].[CH3:17][NH:18][CH3:19].CCN(CC)CC.CN(C(ON1N=NC2C=CC=NC1=2)=[N+](C)C)C.F[P-](F)(F)(F)(F)F.C([O-])(O)=O.[Na+], predict the reaction product. The product is: [CH3:17][N:18]([CH3:19])[C:8](=[O:9])[C:7]1[CH:11]=[CH:12][C:4]([N+:1]([O-:3])=[O:2])=[CH:5][C:6]=1[C:13]([F:16])([F:15])[F:14].